From a dataset of Plasma protein binding rate (PPBR) regression data from AstraZeneca. Regression/Classification. Given a drug SMILES string, predict its absorption, distribution, metabolism, or excretion properties. Task type varies by dataset: regression for continuous measurements (e.g., permeability, clearance, half-life) or binary classification for categorical outcomes (e.g., BBB penetration, CYP inhibition). For this dataset (ppbr_az), we predict Y. (1) The drug is Cc1nc(C(F)F)c(C(N)=O)nc1-c1ccc([C@H]2CC[C@H](CC(=O)O)CC2)cc1. The Y is 94.6 %. (2) The drug is CC#Cc1cncc(-c2cccc([C@@]3(c4cc(C)c(=O)n(CC)c4)N=C(N)c4c(F)cccc43)c2)c1. The Y is 98.9 %. (3) The compound is Cc1cc(Nc2cc(N3CCOCC3)nc(N[C@@H](C)c3ncc(F)cn3)n2)n[nH]1. The Y is 46.0 %. (4) The molecule is N#Cc1ccc(C[C@@H](C(=O)O)N2CCC(CN3CCC(Oc4ccc(Cl)c(Cl)c4)CC3)CC2)cc1. The Y is 94.8 %. (5) The Y is 97.2 %. The compound is CC(=O)N1CCN(c2ccc(OCC3COC(Cn4ccnc4)(c4ccc(Cl)cc4Cl)O3)cc2)CC1.